The task is: Predict the product of the given reaction.. This data is from Forward reaction prediction with 1.9M reactions from USPTO patents (1976-2016). (1) The product is: [Cl:1][C:2]1[CH:3]=[CH:4][C:5]([N:39]2[CH:43]=[N:42][N:41]=[N:40]2)=[C:6]([C:8]2[CH:13]=[CH:12][N:11]([CH:14]([C:15]3[NH:17][C:18]4[CH:30]=[CH:29][C:21]([C:22]([O:24][C:25]([CH3:27])([CH3:26])[CH3:28])=[O:23])=[CH:20][C:19]=4[N:44]=3)[CH2:31][C:32]3[CH:37]=[CH:36][CH:35]=[CH:34][CH:33]=3)[C:10](=[O:38])[CH:9]=2)[CH:7]=1. Given the reactants [Cl:1][C:2]1[CH:3]=[CH:4][C:5]([N:39]2[CH:43]=[N:42][N:41]=[N:40]2)=[C:6]([C:8]2[CH:13]=[CH:12][N:11]([CH:14]([CH2:31][C:32]3[CH:37]=[CH:36][CH:35]=[CH:34][CH:33]=3)[C:15]([NH:17][C:18]3[CH:30]=[CH:29][C:21]([C:22]([O:24][C:25]([CH3:28])([CH3:27])[CH3:26])=[O:23])=[CH:20][CH:19]=3)=O)[C:10](=[O:38])[CH:9]=2)[CH:7]=1.[NH2:44]C1C=CC(Cl)=CC=1C1C=CN(C(CC2C=CC=CC=2)C(NC2C=CC(C(OC(C)(C)C)=O)=CC=2)=O)C(=O)C=1, predict the reaction product. (2) Given the reactants Br[C:2]1[S:6][C:5]([N:7]2[CH2:11][C@:10]3([CH:16]4[CH2:17][CH2:18][N:13]([CH2:14][CH2:15]4)[CH2:12]3)[O:9][C:8]2=[O:19])=[CH:4][CH:3]=1.[S:20]1[CH:24]=[CH:23][C:22](B(O)O)=[CH:21]1, predict the reaction product. The product is: [S:20]1[CH:24]=[CH:23][C:22]([C:2]2[S:6][C:5]([N:7]3[CH2:11][C@:10]4([CH:16]5[CH2:17][CH2:18][N:13]([CH2:14][CH2:15]5)[CH2:12]4)[O:9][C:8]3=[O:19])=[CH:4][CH:3]=2)=[CH:21]1.